Dataset: Catalyst prediction with 721,799 reactions and 888 catalyst types from USPTO. Task: Predict which catalyst facilitates the given reaction. (1) Reactant: C([O:3][C:4]([C:6]1[CH:23]=[CH:22][C:9]2[N:10]([CH3:21])[C:11]([C:13]3[C:18]([Cl:19])=[CH:17][CH:16]=[CH:15][C:14]=3[Cl:20])=[N:12][C:8]=2[CH:7]=1)=[O:5])C.[OH-].[Na+]. Product: [Cl:20][C:14]1[CH:15]=[CH:16][CH:17]=[C:18]([Cl:19])[C:13]=1[C:11]1[N:10]([CH3:21])[C:9]2[CH:22]=[CH:23][C:6]([C:4]([OH:5])=[O:3])=[CH:7][C:8]=2[N:12]=1. The catalyst class is: 14. (2) Reactant: Cl.[CH2:2]([O:9][C:10](=[O:16])[C@@H:11]1[CH2:15][CH2:14][CH2:13][NH:12]1)[C:3]1[CH:8]=[CH:7][CH:6]=[CH:5][CH:4]=1.[CH2:17]([O:19][C:20]([CH2:22][N:23]([C:37]([O:39][C:40]([CH3:43])([CH3:42])[CH3:41])=[O:38])[C@H:24]([CH2:28][C:29]1[CH:34]=[CH:33][C:32]([O:35][CH3:36])=[CH:31][CH:30]=1)[C:25](O)=[O:26])=[O:21])[CH3:18].CN1CCOCC1.F[B-](F)(F)F.N1(OC(N(C)C)=[N+](C)C)C2C=CC=CC=2N=N1. Product: [CH2:17]([O:19][C:20](=[O:21])[CH2:22][N:23]([C@H:24]([CH2:28][C:29]1[CH:34]=[CH:33][C:32]([O:35][CH3:36])=[CH:31][CH:30]=1)[C:25]([N:12]1[CH2:13][CH2:14][CH2:15][C@H:11]1[C:10]([O:9][CH2:2][C:3]1[CH:4]=[CH:5][CH:6]=[CH:7][CH:8]=1)=[O:16])=[O:26])[C:37]([O:39][C:40]([CH3:43])([CH3:42])[CH3:41])=[O:38])[CH3:18]. The catalyst class is: 35. (3) Reactant: [C:1](Cl)(=[O:3])[CH3:2].[Br:5][C:6]1[CH:11]=[CH:10][C:9]([Cl:12])=[CH:8][C:7]=1[CH2:13]/[C:14](=[N:16]/[OH:17])/[NH2:15]. Product: [C:1]([O:17]/[N:16]=[C:14](\[NH2:15])/[CH2:13][C:7]1[CH:8]=[C:9]([Cl:12])[CH:10]=[CH:11][C:6]=1[Br:5])(=[O:3])[CH3:2]. The catalyst class is: 2. (4) Reactant: [C:1]([C:3]1[CH:4]=[C:5]([C:10]2[CH:22]=[CH:21][C:13]([C:14]([NH:16][S:17]([CH3:20])(=[O:19])=[O:18])=[O:15])=[CH:12][C:11]=2[O:23][CH3:24])[CH:6]=[N:7][C:8]=1F)#[N:2].C([O-])([O-])=O.[Cs+].[Cs+].[Cl:31][C:32]1[CH:33]=[C:34]([OH:39])[CH:35]=[CH:36][C:37]=1[CH3:38]. Product: [Cl:31][C:32]1[CH:33]=[C:34]([CH:35]=[CH:36][C:37]=1[CH3:38])[O:39][C:8]1[N:7]=[CH:6][C:5]([C:10]2[CH:22]=[CH:21][C:13]([C:14]([NH:16][S:17]([CH3:20])(=[O:19])=[O:18])=[O:15])=[CH:12][C:11]=2[O:23][CH3:24])=[CH:4][C:3]=1[C:1]#[N:2]. The catalyst class is: 16.